This data is from Reaction yield outcomes from USPTO patents with 853,638 reactions. The task is: Predict the reaction yield, written as a fraction of the theoretical maximum amount of product (1.0 means a 100% yield; for example, 0.34 means a 34% yield). (1) The reactants are FC1C=C(F)C=CC=1C1C=C(CN2C(=O)C3=CC=CC=C3C2=O)C(=O)N(CC(C)C)N=1.[C:32]([CH2:35][CH2:36][C:37]1[C:38](=[O:56])[N:39]([CH2:52][CH:53]2[CH2:55][CH2:54]2)[N:40]=[C:41]([C:43]2[CH:48]=[CH:47][C:46]([O:49][CH3:50])=[C:45]([F:51])[CH:44]=2)[CH:42]=1)(O)=[O:33]. No catalyst specified. The product is [CH:53]1([CH2:52][N:39]2[C:38](=[O:56])[C:37]([CH2:36][CH2:35][CH2:32][OH:33])=[CH:42][C:41]([C:43]3[CH:48]=[CH:47][C:46]([O:49][CH3:50])=[C:45]([F:51])[CH:44]=3)=[N:40]2)[CH2:55][CH2:54]1. The yield is 0.829. (2) The reactants are [C:1]([C:3]1[C:4]([CH3:16])=[CH:5][C:6]([CH:13]2[CH2:15][CH2:14]2)=[C:7]([CH:12]=1)[C:8]([O:10][CH3:11])=[O:9])#[N:2].P(OCC)(OCC)([S-])=[S:18]. The yield is 0.390. The catalyst is O1CCCC1.O. The product is [C:1]([C:3]1[C:4]([CH3:16])=[CH:5][C:6]([CH:13]2[CH2:15][CH2:14]2)=[C:7]([CH:12]=1)[C:8]([O:10][CH3:11])=[O:9])(=[S:18])[NH2:2]. (3) The reactants are Cl.[Cl:2][C:3]1[CH:8]=[CH:7][CH:6]=[CH:5][C:4]=1[C:9]1[N:10]=[C:11]([N:14]2[CH2:19][CH2:18][N:17](C(OC(C)(C)C)=O)[CH2:16][CH2:15]2)[S:12][CH:13]=1. The catalyst is C(OCC)(=O)C. The product is [Cl:2][C:3]1[CH:8]=[CH:7][CH:6]=[CH:5][C:4]=1[C:9]1[N:10]=[C:11]([N:14]2[CH2:15][CH2:16][NH:17][CH2:18][CH2:19]2)[S:12][CH:13]=1. The yield is 0.676. (4) The reactants are [F:1][C:2]1([F:18])[CH2:7][CH2:6][CH:5]([C:8]2[S:9][CH:10]=[C:11]([C:13](OCC)=[O:14])[N:12]=2)[CH2:4][CH2:3]1.[Li+].[BH4-].CO. The catalyst is C1COCC1. The product is [F:18][C:2]1([F:1])[CH2:3][CH2:4][CH:5]([C:8]2[S:9][CH:10]=[C:11]([CH2:13][OH:14])[N:12]=2)[CH2:6][CH2:7]1. The yield is 0.810. (5) The reactants are [CH2:1]([NH:8][C:9]1[N:17]=[CH:16][N:15]=[C:14]2[C:10]=1[NH:11][CH:12]=[N:13]2)[C:2]1[CH:7]=[CH:6][CH:5]=[CH:4][CH:3]=1.C([O-])([O-])=O.[K+].[K+].[Br:24][CH2:25][CH2:26]Br. The catalyst is CN(C=O)C. The product is [CH2:1]([NH:8][C:9]1[N:17]=[CH:16][N:15]=[C:14]2[C:10]=1[N:11]=[CH:12][N:13]2[CH2:26][CH2:25][Br:24])[C:2]1[CH:7]=[CH:6][CH:5]=[CH:4][CH:3]=1. The yield is 0.820. (6) The reactants are Br[C:2]1[CH:28]=[CH:27][C:5]([C:6]([NH:8][C:9]2[CH:14]=[CH:13][C:12]([O:15][CH3:16])=[C:11]([NH:17][C:18](=[O:26])[CH2:19][N:20]3[CH2:25][CH2:24][O:23][CH2:22][CH2:21]3)[CH:10]=2)=[O:7])=[CH:4][CH:3]=1.[CH3:29][O:30][C:31]([C:33]1[CH:34]=[C:35](B(O)O)[CH:36]=[CH:37][CH:38]=1)=[O:32].C(=O)([O-])[O-].[Na+].[Na+]. The catalyst is O1CCOCC1. The product is [CH3:16][O:15][C:12]1[CH:13]=[CH:14][C:9]([NH:8][C:6]([C:5]2[CH:27]=[CH:28][C:2]([C:37]3[CH:36]=[CH:35][CH:34]=[C:33]([C:31]([O:30][CH3:29])=[O:32])[CH:38]=3)=[CH:3][CH:4]=2)=[O:7])=[CH:10][C:11]=1[NH:17][C:18](=[O:26])[CH2:19][N:20]1[CH2:25][CH2:24][O:23][CH2:22][CH2:21]1. The yield is 0.460. (7) The yield is 0.630. The reactants are [CH2:1]([Li])[CH2:2][CH2:3][CH3:4].CCCCCC.[Cl:12][C:13]1[CH:18]=[CH:17][C:16]([S:19]([CH2:22][C:23]2[CH:28]=[CH:27][N:26]=[CH:25][CH:24]=2)(=[O:21])=[O:20])=[CH:15][CH:14]=1.ICCCC. The product is [Cl:12][C:13]1[CH:14]=[CH:15][C:16]([S:19]([CH:22]([C:23]2[CH:24]=[CH:25][N:26]=[CH:27][CH:28]=2)[CH2:1][CH2:2][CH2:3][CH3:4])(=[O:20])=[O:21])=[CH:17][CH:18]=1. The catalyst is O.O1CCCC1. (8) The reactants are [F:1][C:2]1[CH:3]=[C:4]([CH:13]2[CH2:18][CH:17]([C:19]([OH:21])=O)[CH2:16][CH2:15][N:14]2[C:22]([O:24][CH3:25])=[O:23])[CH:5]=[C:6]([F:12])[C:7]=1[C:8]([F:11])([F:10])[F:9].N1(C(N2C=CN=C2)=O)C=CN=C1.[CH2:38]([O:40][C:41](=[O:46])[CH2:42][C:43]([O-:45])=O)[CH3:39].[K+].[Cl-].[Mg+2].[Cl-].Cl. The catalyst is CN1C2C(N=C(N)NC=2NCC1CNC1C=CC(C(NC(C(O)=O)CCC(O)=O)=O)=CC=1)=O.O.CC(OC)(C)C. The product is [F:12][C:6]1[CH:5]=[C:4]([C@H:13]2[CH2:18][C@@H:17]([C:19](=[O:21])[CH2:42][C:41]([O:40][CH2:38][CH3:39])=[O:46])[CH2:16][CH2:15][N:14]2[C:22]([O:24][CH3:25])=[O:23])[CH:3]=[C:2]([F:1])[C:7]=1[C:8]([F:10])([F:9])[F:11].[F:12][C:6]1[CH:5]=[C:4]([C@H:13]2[CH2:18][C@H:17]([C:43](=[O:45])[CH2:42][C:41]([O:40][CH2:38][CH3:39])=[O:46])[CH2:16][CH2:15][N:14]2[C:22]([O:24][CH3:25])=[O:23])[CH:3]=[C:2]([F:1])[C:7]=1[C:8]([F:11])([F:9])[F:10]. The yield is 0.529. (9) The reactants are [O:1]=[C:2]1[C:7]([CH2:8][C:9]2[CH:14]=[CH:13][C:12]([C:15]3[C:16]([C:21]#[N:22])=[CH:17][CH:18]=[CH:19][CH:20]=3)=[CH:11][CH:10]=2)=[C:6]([CH2:23][CH2:24][CH3:25])[N:5]2[N:26]=[CH:27][N:28]=[C:4]2[NH:3]1.[S:29]1[CH:33]=[CH:32][C:31](B(O)O)=[CH:30]1.C(N(CC)CC)C.N1C=CC=CC=1. The catalyst is ClCCl.C(OCC)(=O)C.C([O-])(=O)C.[Cu+2].C([O-])(=O)C. The product is [O:1]=[C:2]1[C:7]([CH2:8][C:9]2[CH:10]=[CH:11][C:12]([C:15]3[C:16]([C:21]#[N:22])=[CH:17][CH:18]=[CH:19][CH:20]=3)=[CH:13][CH:14]=2)=[C:6]([CH2:23][CH2:24][CH3:25])[N:5]2[N:26]=[CH:27][N:28]=[C:4]2[N:3]1[C:31]1[CH:32]=[CH:33][S:29][CH:30]=1. The yield is 0.850. (10) The reactants are [CH3:1][O:2][CH2:3][C:4]1[CH:9]=[C:8]([C:10]2[O:14][N:13]=[C:12]([C:15]3[CH:16]=[C:17]([CH:23]=[CH:24][CH:25]=3)[CH2:18][NH:19][CH:20]([CH3:22])[CH3:21])[N:11]=2)[CH:7]=[CH:6][C:5]=1[C:26]1[CH:31]=[CH:30][CH:29]=[CH:28][C:27]=1[CH3:32].C([O-])([O-])=O.[K+].[K+].Br[CH2:40][C:41]([O:43][C:44]([CH3:47])([CH3:46])[CH3:45])=[O:42]. The catalyst is C(#N)C.CCOC(C)=O. The product is [CH:20]([N:19]([CH2:18][C:17]1[CH:23]=[CH:24][CH:25]=[C:15]([C:12]2[N:11]=[C:10]([C:8]3[CH:7]=[CH:6][C:5]([C:26]4[CH:31]=[CH:30][CH:29]=[CH:28][C:27]=4[CH3:32])=[C:4]([CH2:3][O:2][CH3:1])[CH:9]=3)[O:14][N:13]=2)[CH:16]=1)[CH2:40][C:41]([O:43][C:44]([CH3:47])([CH3:46])[CH3:45])=[O:42])([CH3:22])[CH3:21]. The yield is 0.720.